From a dataset of Forward reaction prediction with 1.9M reactions from USPTO patents (1976-2016). Predict the product of the given reaction. (1) Given the reactants [NH2:1][C:2]1[CH:7]=[CH:6][CH:5]=[C:4]([O:8][CH3:9])[C:3]=1[CH2:10][OH:11], predict the reaction product. The product is: [NH2:1][C:2]1[CH:7]=[CH:6][CH:5]=[C:4]([O:8][CH3:9])[C:3]=1[CH:10]=[O:11]. (2) Given the reactants [C:1]([N:4]1[C:13]2[C:8](=[CH:9][C:10]([C:14]3[CH:24]=[CH:23][C:17]([C:18]([O:20][CH2:21][CH3:22])=[O:19])=[CH:16][N:15]=3)=[CH:11][CH:12]=2)[C@H:7]([NH:25][C:26]2[CH:31]=[CH:30][C:29](N)=[CH:28][N:27]=2)[CH2:6][C@@H:5]1[CH3:33])(=[O:3])[CH3:2].N(OCCC(C)C)=O, predict the reaction product. The product is: [C:1]([N:4]1[C:13]2[C:8](=[CH:9][C:10]([C:14]3[CH:24]=[CH:23][C:17]([C:18]([O:20][CH2:21][CH3:22])=[O:19])=[CH:16][N:15]=3)=[CH:11][CH:12]=2)[C@H:7]([NH:25][C:26]2[CH:31]=[CH:30][CH:29]=[CH:28][N:27]=2)[CH2:6][C@@H:5]1[CH3:33])(=[O:3])[CH3:2]. (3) The product is: [CH3:16][O:15][C:12]1[CH:13]=[CH:14][C:9]([CH2:8][N:4]2[CH:1]=[CH:2][CH2:3][N:6]2[NH2:7])=[CH:10][CH:11]=1. Given the reactants [C:1](#[N:4])[CH:2]=[CH2:3].O.[NH2:6][NH2:7].[CH:8](=O)[C:9]1[CH:14]=[CH:13][C:12]([O:15][CH3:16])=[CH:11][CH:10]=1.C(O[Na])CCC, predict the reaction product.